Dataset: Full USPTO retrosynthesis dataset with 1.9M reactions from patents (1976-2016). Task: Predict the reactants needed to synthesize the given product. (1) Given the product [CH2:22]([CH:24]1[C:32]2[C:27](=[N:28][CH:29]=[CH:30][CH:31]=2)[C:26](=[C:5]2[C:4]3[C:8](=[CH:9][CH:10]=[C:2]([F:1])[CH:3]=3)[NH:7][C:6]2=[O:11])[O:25]1)[CH3:23], predict the reactants needed to synthesize it. The reactants are: [F:1][C:2]1[CH:3]=[C:4]2[C:8](=[CH:9][CH:10]=1)[NH:7][C:6](=[O:11])[CH2:5]2.C[Si]([N-][Si](C)(C)C)(C)C.[Li+].[CH2:22]([CH:24]1[C:32]2[C:27](=[N:28][CH:29]=[CH:30][CH:31]=2)[C:26](=O)[O:25]1)[CH3:23].Cl. (2) The reactants are: [NH2:1][C:2]1[N:10]=[CH:9][CH:8]=[CH:7][C:3]=1[C:4]([OH:6])=O.ON1C2C=CC=CC=2N=N1.CCN=C=NCCCN(C)C.[F:32][C:33]([F:51])([F:50])[O:34][C:35]1[CH:49]=[CH:48][C:38]([O:39][C:40]2[CH:41]=[C:42]([CH:45]=[CH:46][CH:47]=2)[CH2:43][NH2:44])=[CH:37][CH:36]=1.C(=O)(O)[O-].[Na+]. Given the product [F:32][C:33]([F:50])([F:51])[O:34][C:35]1[CH:36]=[CH:37][C:38]([O:39][C:40]2[CH:41]=[C:42]([CH2:43][NH:44][C:4](=[O:6])[C:3]3[CH:7]=[CH:8][CH:9]=[N:10][C:2]=3[NH2:1])[CH:45]=[CH:46][CH:47]=2)=[CH:48][CH:49]=1, predict the reactants needed to synthesize it. (3) Given the product [CH3:1][O:2][CH2:31][C@@H:33]1[CH:50]2[C@:45]([CH3:52])([CH2:46][CH2:47][C:48](=[O:51])[CH2:49]2)[C@@H:44]2[C@H:35]([C@H:36]3[C@@:40]([CH2:42][CH2:43]2)([CH3:41])[C:39](=[O:53])[CH2:38][CH2:37]3)[CH2:34]1, predict the reactants needed to synthesize it. The reactants are: [CH2:1]1COC23OCCOC2([C@]2(CC[C@H]4[C@@H](C[C@H](COC)C5[C@]4(C)CCCC5)[C@@H]2C3)C)[O:2]1.[C:31]([C@@H:33]1[CH:50]2[C@:45]([CH3:52])([CH2:46][CH2:47][C:48](=[O:51])[CH2:49]2)[C@@H:44]2[C@H:35]([C@H:36]3[C@@:40]([CH2:42][CH2:43]2)([CH3:41])[C:39](=[O:53])[CH2:38][CH2:37]3)[CH2:34]1)#N.